Dataset: Forward reaction prediction with 1.9M reactions from USPTO patents (1976-2016). Task: Predict the product of the given reaction. (1) The product is: [S:2]1[C:6]2[CH2:7][C:8]3[CH:9]=[CH:10][CH:11]=[CH:12][C:13]=3[C:5]=2[N:4]=[C:3]1[NH:14][C:16](=[O:23])[C:17]1[CH:22]=[CH:21][CH:20]=[N:19][CH:18]=1. Given the reactants I.[S:2]1[C:6]2[CH2:7][C:8]3[CH:9]=[CH:10][CH:11]=[CH:12][C:13]=3[C:5]=2[N:4]=[C:3]1[NH2:14].Cl.[C:16](Cl)(=[O:23])[C:17]1[CH:22]=[CH:21][CH:20]=[N:19][CH:18]=1.C(N(C(C)C)CC)(C)C, predict the reaction product. (2) The product is: [F:1][C:2]1[CH:16]=[CH:15][CH:14]=[CH:13][C:3]=1[O:4][C:5]1[CH:12]=[CH:11][C:8]([CH2:9][NH2:10])=[CH:7][CH:6]=1. Given the reactants [F:1][C:2]1[CH:16]=[CH:15][CH:14]=[CH:13][C:3]=1[O:4][C:5]1[CH:12]=[CH:11][C:8]([C:9]#[N:10])=[CH:7][CH:6]=1.C(O)C.N, predict the reaction product. (3) Given the reactants [CH3:1][N:2]1[C:6]([CH3:7])=[CH:5][C:4]([NH:8][C:9]2[C:14](=[O:15])[N:13]([CH3:16])[CH:12]=[C:11]([C:17]3[C:22]([CH:23]=[O:24])=[C:21]([N:25]4[CH:37]=[CH:36][C:35]5[N:34]6[C:29]([CH2:30][CH2:31][CH2:32][CH2:33]6)=[CH:28][C:27]=5[C:26]4=[O:38])[N:20]=[CH:19][CH:18]=3)[CH:10]=2)=[N:3]1.[BH4-].[Na+], predict the reaction product. The product is: [CH3:1][N:2]1[C:6]([CH3:7])=[CH:5][C:4]([NH:8][C:9]2[C:14](=[O:15])[N:13]([CH3:16])[CH:12]=[C:11]([C:17]3[CH:18]=[CH:19][N:20]=[C:21]([N:25]4[CH:37]=[CH:36][C:35]5[N:34]6[C:29]([CH2:30][CH2:31][CH2:32][CH2:33]6)=[CH:28][C:27]=5[C:26]4=[O:38])[C:22]=3[CH2:23][OH:24])[CH:10]=2)=[N:3]1.